Dataset: Forward reaction prediction with 1.9M reactions from USPTO patents (1976-2016). Task: Predict the product of the given reaction. (1) Given the reactants Cl[C:2]1[C:3]2[CH:18]=[C:17]([O:19][CH3:20])[C:16]([O:21][CH3:22])=[CH:15][C:4]=2[S:5][C:6]=1[C:7]([N:9]1[CH2:14][CH2:13][O:12][CH2:11][CH2:10]1)=[O:8].[CH3:23][Al](C)C.C(O)C.Cl, predict the reaction product. The product is: [CH3:20][O:19][C:17]1[C:16]([O:21][CH3:22])=[CH:15][C:4]2[S:5][C:6]([C:7]([N:9]3[CH2:14][CH2:13][O:12][CH2:11][CH2:10]3)=[O:8])=[C:2]([CH3:23])[C:3]=2[CH:18]=1. (2) Given the reactants C([O:3][C:4](=[O:32])[C@@H:5]([O:30][CH3:31])[CH2:6][C:7]1[CH:12]=[CH:11][C:10]([O:13][CH2:14][CH2:15][CH2:16][O:17][C:18]2[CH:23]=[CH:22][C:21]([N:24]3[CH2:29][CH2:28][O:27][CH2:26][CH2:25]3)=[CH:20][CH:19]=2)=[CH:9][CH:8]=1)C.[OH-].[Na+], predict the reaction product. The product is: [CH3:31][O:30][C@@H:5]([CH2:6][C:7]1[CH:12]=[CH:11][C:10]([O:13][CH2:14][CH2:15][CH2:16][O:17][C:18]2[CH:23]=[CH:22][C:21]([N:24]3[CH2:25][CH2:26][O:27][CH2:28][CH2:29]3)=[CH:20][CH:19]=2)=[CH:9][CH:8]=1)[C:4]([OH:32])=[O:3].